From a dataset of Forward reaction prediction with 1.9M reactions from USPTO patents (1976-2016). Predict the product of the given reaction. (1) Given the reactants [C:1]([C:9]1[CH:19]=[C:18]([O:20]CC2C=CC=CC=2)[C:17]([O:28][CH3:29])=[CH:16][C:10]=1[C:11]([O:13][CH2:14][CH3:15])=[O:12])(=[O:8])[C:2]1[CH:7]=[CH:6][CH:5]=[CH:4][CH:3]=1.ClCCl.Cl, predict the reaction product. The product is: [C:1]([C:9]1[CH:19]=[C:18]([OH:20])[C:17]([O:28][CH3:29])=[CH:16][C:10]=1[C:11]([O:13][CH2:14][CH3:15])=[O:12])(=[O:8])[C:2]1[CH:3]=[CH:4][CH:5]=[CH:6][CH:7]=1. (2) Given the reactants [C:9](O[C:9]([O:11][C:12]([CH3:15])([CH3:14])[CH3:13])=[O:10])([O:11][C:12]([CH3:15])([CH3:14])[CH3:13])=[O:10].[Cl:16][C:17]1[S:18][C:19]2[CH:25]=[C:24](C(O)=O)[CH:23]=[CH:22][C:20]=2[N:21]=1.CN(C1C=CC=CN=1)C, predict the reaction product. The product is: [Cl:16][C:17]1[S:18][C:19]2[CH:25]=[C:24]([C:9]([O:11][C:12]([CH3:13])([CH3:14])[CH3:15])=[O:10])[CH:23]=[CH:22][C:20]=2[N:21]=1. (3) Given the reactants Br[CH2:2][C:3]1[CH:8]=[CH:7][CH:6]=[C:5]([S:9]([CH3:12])(=[O:11])=[O:10])[C:4]=1[Cl:13].[F:14][C:15]1[CH:16]=[CH:17][C:18]([O:24][CH3:25])=[C:19](B(O)O)[CH:20]=1.[F-].[Cs+], predict the reaction product. The product is: [Cl:13][C:4]1[C:5]([S:9]([CH3:12])(=[O:11])=[O:10])=[CH:6][CH:7]=[CH:8][C:3]=1[CH2:2][C:17]1[CH:16]=[C:15]([F:14])[CH:20]=[CH:19][C:18]=1[O:24][CH3:25]. (4) Given the reactants [ClH:1].[N:2]12[CH2:9][CH2:8][CH:5]([CH2:6][CH2:7]1)[C@@H:4]([NH:10][C:11]([C:13]1[S:14][C:15]3[C:21](Br)=[CH:20][CH:19]=[CH:18][C:16]=3[CH:17]=1)=[O:12])[CH2:3]2.[NH2:23][C:24]1[CH:25]=[C:26](B(O)O)[CH:27]=[CH:28][CH:29]=1.C(=O)([O-])[O-].[Na+].[Na+], predict the reaction product. The product is: [ClH:1].[NH2:23][C:24]1[CH:29]=[C:28]([C:21]2[C:15]3[S:14][C:13]([C:11]([NH:10][C@@H:4]4[CH:5]5[CH2:8][CH2:9][N:2]([CH2:7][CH2:6]5)[CH2:3]4)=[O:12])=[CH:17][C:16]=3[CH:18]=[CH:19][CH:20]=2)[CH:27]=[CH:26][CH:25]=1. (5) Given the reactants [F:1][C:2]([F:17])([F:16])[C:3]1[N:4]=[C:5]2[C:10]([C:11]([F:14])([F:13])[F:12])=[CH:9][CH:8]=[CH:7][N:6]2[CH:15]=1.Br[C:19]1[CH:35]=[CH:34][C:22]([O:23][C:24]2[CH:29]=[CH:28][CH:27]=[C:26]([S:30]([CH3:33])(=[O:32])=[O:31])[CH:25]=2)=[CH:21][CH:20]=1, predict the reaction product. The product is: [CH3:33][S:30]([C:26]1[CH:25]=[C:24]([CH:29]=[CH:28][CH:27]=1)[O:23][C:22]1[CH:34]=[CH:35][C:19]([C:15]2[N:6]3[CH:7]=[CH:8][CH:9]=[C:10]([C:11]([F:13])([F:14])[F:12])[C:5]3=[N:4][C:3]=2[C:2]([F:1])([F:16])[F:17])=[CH:20][CH:21]=1)(=[O:31])=[O:32]. (6) Given the reactants [OH-].[K+].[CH3:3][C:4]1[C:13]2[C:8](=[C:9]([C:18](=[O:20])[CH3:19])[C:10]([O:14][CH2:15][C:16]#[CH:17])=[CH:11][CH:12]=2)[O:7][C:6](=[O:21])[CH:5]=1.[CH3:22][O:23][C:24]1[CH:25]=[C:26]([CH:29]=[C:30]([O:34][CH3:35])[C:31]=1[O:32][CH3:33])[CH:27]=O, predict the reaction product. The product is: [CH3:3][C:4]1[C:13]2[C:8](=[C:9]([C:18](=[O:20])[CH:19]=[CH:27][C:26]3[CH:29]=[C:30]([O:34][CH3:35])[C:31]([O:32][CH3:33])=[C:24]([O:23][CH3:22])[CH:25]=3)[C:10]([O:14][CH2:15][C:16]#[CH:17])=[CH:11][CH:12]=2)[O:7][C:6](=[O:21])[CH:5]=1. (7) Given the reactants [CH2:1]([N:3]1[C:7]2=[N:8][C:9]([CH2:35][CH3:36])=[C:10]([CH2:19][NH:20][C:21](=[O:34])[C:22]3[CH:27]=[CH:26][C:25]([C:28]#[C:29][CH2:30][CH2:31][CH2:32][OH:33])=[CH:24][CH:23]=3)[C:11]([NH:12][CH:13]3[CH2:18][CH2:17][O:16][CH2:15][CH2:14]3)=[C:6]2[CH:5]=[N:4]1)[CH3:2], predict the reaction product. The product is: [CH2:1]([N:3]1[C:7]2=[N:8][C:9]([CH2:35][CH3:36])=[C:10]([CH2:19][NH:20][C:21](=[O:34])[C:22]3[CH:23]=[CH:24][C:25]([CH2:28][CH2:29][CH2:30][CH2:31][CH2:32][OH:33])=[CH:26][CH:27]=3)[C:11]([NH:12][CH:13]3[CH2:18][CH2:17][O:16][CH2:15][CH2:14]3)=[C:6]2[CH:5]=[N:4]1)[CH3:2]. (8) Given the reactants [F:1][C:2]1[CH:7]=[CH:6][C:5]([C@H:8]([O:23][CH3:24])[CH2:9][C@H:10]([CH2:15][CH2:16][N:17]2[CH2:22][CH2:21][NH:20][CH2:19][CH2:18]2)[C:11]([O:13][CH3:14])=[O:12])=[CH:4][CH:3]=1.[F:25][C:26]1[CH:33]=[CH:32][C:29]([CH:30]=O)=[CH:28][C:27]=1[CH3:34].[BH-](OC(C)=O)(OC(C)=O)OC(C)=O.[Na+].CC(O)=O, predict the reaction product. The product is: [F:25][C:26]1[CH:33]=[CH:32][C:29]([CH2:30][N:20]2[CH2:19][CH2:18][N:17]([CH2:16][CH2:15][C@@H:10]([CH2:9][C@H:8]([C:5]3[CH:6]=[CH:7][C:2]([F:1])=[CH:3][CH:4]=3)[O:23][CH3:24])[C:11]([O:13][CH3:14])=[O:12])[CH2:22][CH2:21]2)=[CH:28][C:27]=1[CH3:34]. (9) Given the reactants [CH3:1][O:2][C:3]1[C:12]([O:13][CH3:14])=[N:11][C:10]2[C:9]([C:15](Cl)=[O:16])=[C:8]([CH3:18])[C:7]([N+:19]([O-:21])=[O:20])=[CH:6][C:5]=2[N:4]=1.[CH3:22][O:23][C:24]1[CH:29]=[CH:28][C:27]([NH2:30])=[CH:26][CH:25]=1, predict the reaction product. The product is: [CH3:22][O:23][C:24]1[CH:29]=[CH:28][C:27]([NH:30][C:15]([C:9]2[C:10]3[N:11]=[C:12]([O:13][CH3:14])[C:3]([O:2][CH3:1])=[N:4][C:5]=3[CH:6]=[C:7]([N+:19]([O-:21])=[O:20])[C:8]=2[CH3:18])=[O:16])=[CH:26][CH:25]=1. (10) The product is: [N+:1]([C:17]1[CH:18]=[CH:19][C:14]([CH2:13][C:20]2[CH:21]=[CH:22][C:23]([C:24]([OH:26])=[O:25])=[CH:27][CH:28]=2)=[CH:15][CH:16]=1)([O-:4])=[O:2]. Given the reactants [N+:1]([O-:4])(O)=[O:2].FC(F)(F)S(O)(=O)=O.[CH2:13]([C:20]1[CH:28]=[CH:27][C:23]([C:24]([OH:26])=[O:25])=[CH:22][CH:21]=1)[C:14]1[CH:19]=[CH:18][CH:17]=[CH:16][CH:15]=1, predict the reaction product.